From a dataset of Forward reaction prediction with 1.9M reactions from USPTO patents (1976-2016). Predict the product of the given reaction. (1) Given the reactants Cl.N[C@H:3]1C[C@@H](N2C=NC3C2=NC=NC=3NC2CCCC2)[C@H:5]([OH:23])[C@@H:4]1O.[NH2:25][C@H:26]1[CH2:30][C@@H:29]([N:31]2[CH:39]=[N:38][C:37]3[C:32]2=[N:33][C:34]([Cl:46])=[N:35][C:36]=3[NH:40][CH:41]2[CH2:45][CH2:44][CH2:43][CH2:42]2)[C@H:28]([OH:47])[C@@H:27]1[OH:48], predict the reaction product. The product is: [Cl:46][C:34]1[N:33]=[C:32]2[C:37]([N:38]=[CH:39][N:31]2[C@@H:29]2[CH2:30][C@H:26]([NH:25][C:5](=[O:23])[CH2:4][CH3:3])[C@@H:27]([OH:48])[C@H:28]2[OH:47])=[C:36]([NH:40][CH:41]2[CH2:42][CH2:43][CH2:44][CH2:45]2)[N:35]=1. (2) Given the reactants [Cl:1][C:2]1[N:10]=[C:9]2[C:5]([N:6]=[CH:7][N:8]2[CH:11]2[CH2:15][CH2:14][CH2:13][CH2:12]2)=[C:4](Cl)[N:3]=1.[NH2:17][C@@H:18]1[CH2:23][CH2:22][C@H:21]([OH:24])[CH2:20][CH2:19]1, predict the reaction product. The product is: [Cl:1][C:2]1[N:10]=[C:9]2[C:5]([N:6]=[CH:7][N:8]2[CH:11]2[CH2:15][CH2:14][CH2:13][CH2:12]2)=[C:4]([NH:17][C@H:18]2[CH2:23][CH2:22][C@@H:21]([OH:24])[CH2:20][CH2:19]2)[N:3]=1. (3) Given the reactants C(O[C:6](=O)[N:7]([CH2:9][C@H:10]([C:23]1[CH:28]=[CH:27][C:26]([F:29])=[CH:25][CH:24]=1)[CH2:11][CH2:12][N:13]1[CH2:16][CH:15]([N:17]2[CH2:22][CH2:21][O:20][CH2:19][CH2:18]2)[CH2:14]1)C)(C)(C)C.[ClH:31], predict the reaction product. The product is: [ClH:31].[ClH:31].[F:29][C:26]1[CH:27]=[CH:28][C:23]([C@H:10]([CH2:11][CH2:12][N:13]2[CH2:14][CH:15]([N:17]3[CH2:22][CH2:21][O:20][CH2:19][CH2:18]3)[CH2:16]2)[CH2:9][NH:7][CH3:6])=[CH:24][CH:25]=1. (4) Given the reactants [Br:1][CH2:2][CH2:3][CH2:4][CH2:5][CH2:6][C:7]1[CH:12]=[CH:11][C:10]([C:13]2[CH:18]=[CH:17][CH:16]=[CH:15][CH:14]=2)=[CH:9][CH:8]=1.C([C:23]1[CH:28]=[CH:27][N:26]=[CH:25][CH:24]=1)CCC, predict the reaction product. The product is: [Br-:1].[C:10]1([C:13]2[CH:18]=[CH:17][CH:16]=[CH:15][CH:14]=2)[CH:11]=[CH:12][C:7]([CH2:6][CH2:5][CH2:4][CH2:3][CH2:2][N+:26]2[CH:25]=[CH:24][CH:23]=[C:28]([CH2:2][CH2:3][CH2:4][CH3:5])[CH:27]=2)=[CH:8][CH:9]=1. (5) Given the reactants [CH2:1]([NH:4][C:5]1[CH:12]=[CH:11][C:8]([C:9]#[N:10])=[CH:7][C:6]=1[NH2:13])[CH:2]=[CH2:3].[N:14]([O-])=O.[Na+], predict the reaction product. The product is: [CH2:1]([N:4]1[C:5]2[CH:12]=[CH:11][C:8]([C:9]#[N:10])=[CH:7][C:6]=2[N:13]=[N:14]1)[CH:2]=[CH2:3]. (6) Given the reactants C(O)(C(F)(F)F)=O.[C:8]([C:10]1[N:15]=[CH:14][C:13]([NH:16][CH2:17][CH:18]([NH:23]C(=O)OC(C)(C)C)[C:19]([NH:21][CH3:22])=[O:20])=[CH:12][C:11]=1[NH:31][C:32]1[CH:37]=[C:36]([CH3:38])[CH:35]=[C:34]([CH3:39])[N:33]=1)#[N:9], predict the reaction product. The product is: [C:8]([C:10]1[N:15]=[CH:14][C:13]([NH:16][CH2:17][C@@H:18]([C:19]([NH:21][CH3:22])=[O:20])[NH2:23])=[CH:12][C:11]=1[NH:31][C:32]1[CH:37]=[C:36]([CH3:38])[CH:35]=[C:34]([CH3:39])[N:33]=1)#[N:9].